From a dataset of Forward reaction prediction with 1.9M reactions from USPTO patents (1976-2016). Predict the product of the given reaction. (1) Given the reactants [C:1]([C:5]1[CH:10]=[CH:9][C:8]([C:11]2[O:12][C:13](=[O:20])[C:14]3[S:19][CH:18]=[CH:17][C:15]=3[N:16]=2)=[CH:7][CH:6]=1)([CH3:4])([CH3:3])[CH3:2].[NH2:21][C:22]1[CH:23]=[C:24]([CH:27]=[CH:28][CH:29]=1)[C:25]#[N:26].C[Si](C)(C)[N-][Si](C)(C)C.[K+].C1(C)C=CC=CC=1.[NH4+].[Cl-], predict the reaction product. The product is: [C:1]([C:5]1[CH:10]=[CH:9][C:8]([C:11]([NH:16][C:15]2[CH:17]=[CH:18][S:19][C:14]=2[C:13]([NH:21][C:22]2[CH:29]=[CH:28][CH:27]=[C:24]([C:25]#[N:26])[CH:23]=2)=[O:20])=[O:12])=[CH:7][CH:6]=1)([CH3:4])([CH3:3])[CH3:2]. (2) Given the reactants [F:1][C:2]1[CH:28]=[C:27]([N+:29]([O-])=O)[CH:26]=[CH:25][C:3]=1[O:4][C:5]1[C:10]2=[C:11]([CH3:24])[C:12]([O:14][CH2:15][CH2:16][N:17]3[CH2:22][CH2:21][N:20]([CH3:23])[CH2:19][CH2:18]3)=[CH:13][N:9]2[N:8]=[CH:7][N:6]=1.FC1C=C(NC(=O)CC(NC2C=CC(F)=CC=2)=O)C=CC=1OC1C2SC=CC=2N=CN=1, predict the reaction product. The product is: [F:1][C:2]1[CH:28]=[C:27]([NH2:29])[CH:26]=[CH:25][C:3]=1[O:4][C:5]1[C:10]2=[C:11]([CH3:24])[C:12]([O:14][CH2:15][CH2:16][N:17]3[CH2:18][CH2:19][N:20]([CH3:23])[CH2:21][CH2:22]3)=[CH:13][N:9]2[N:8]=[CH:7][N:6]=1. (3) Given the reactants C([O:8][CH2:9][C@@H:10]([CH3:28])[O:11][C:12]1[CH:13]=[C:14]([N:18]2[C:22]([NH2:23])=[CH:21][C:20]([C:24]([CH3:27])([CH3:26])[CH3:25])=[N:19]2)[CH:15]=[CH:16][CH:17]=1)C1C=CC=CC=1.O.C([O-])=O.[NH4+], predict the reaction product. The product is: [NH2:23][C:22]1[N:18]([C:14]2[CH:13]=[C:12]([CH:17]=[CH:16][CH:15]=2)[O:11][C@H:10]([CH3:28])[CH2:9][OH:8])[N:19]=[C:20]([C:24]([CH3:25])([CH3:27])[CH3:26])[CH:21]=1. (4) Given the reactants [B-](F)(F)(F)F.[B-](F)(F)(F)F.C1[N+]2(CCl)CC[N+]([F:21])(CC2)C1.C(#N)C.[Cl:25][C:26]1[CH:27]=[C:28]2[C:32](=[CH:33][CH:34]=1)[N:31]([S:35]([C:38]1[CH:44]=[CH:43][C:41]([CH3:42])=[CH:40][CH:39]=1)(=[O:37])=[O:36])[C:30]([Sn](C)(C)C)=[CH:29]2, predict the reaction product. The product is: [Cl:25][C:26]1[CH:27]=[C:28]2[C:32](=[CH:33][CH:34]=1)[N:31]([S:35]([C:38]1[CH:44]=[CH:43][C:41]([CH3:42])=[CH:40][CH:39]=1)(=[O:37])=[O:36])[C:30]([F:21])=[CH:29]2.